From a dataset of Forward reaction prediction with 1.9M reactions from USPTO patents (1976-2016). Predict the product of the given reaction. (1) Given the reactants [CH3:1][C:2]1[NH:3][C:4](=[O:23])[N:5]([C:16]2[CH:17]=[C:18]([CH3:22])[CH:19]=[CH:20][CH:21]=2)[C:6]=1[C:7]1[CH:8]=[CH:9][C:10]2[N:11]([N:13]=[CH:14][N:15]=2)[CH:12]=1.CN(C)C=O.CC(C)([O-])C.[K+].C1(C)C=CC(S(O[CH:45]2[CH2:55][CH2:54][C:48]3([C:52](=[O:53])[O:51][CH2:50][CH2:49]3)[CH2:47][CH2:46]2)(=O)=O)=CC=1, predict the reaction product. The product is: [N:15]1[CH:14]=[N:13][N:11]2[CH:12]=[C:7]([C:6]3[N:5]([C:16]4[CH:17]=[C:18]([CH3:22])[CH:19]=[CH:20][CH:21]=4)[C:4](=[O:23])[N:3]([CH:45]4[CH2:55][CH2:54][C:48]5([C:52](=[O:53])[O:51][CH2:50][CH2:49]5)[CH2:47][CH2:46]4)[C:2]=3[CH3:1])[CH:8]=[CH:9][C:10]=12. (2) The product is: [CH3:1][N:2]([CH3:45])[CH2:3][CH2:4][N:5]1[CH2:10][CH2:9][N:8]([C:11]([C:13]2[CH:18]=[CH:17][CH:16]=[C:15]([C:19]3[CH:20]=[C:21]4[C:27]([C:28]5[CH:33]=[C:32]([F:34])[CH:31]=[CH:30][C:29]=5[O:35][CH3:36])=[N:26][NH:25][C:22]4=[N:23][CH:24]=3)[CH:14]=2)=[O:12])[CH2:7][CH2:6]1. Given the reactants [CH3:1][N:2]([CH3:45])[CH2:3][CH2:4][N:5]1[CH2:10][CH2:9][N:8]([C:11]([C:13]2[CH:18]=[CH:17][CH:16]=[C:15]([C:19]3[CH:20]=[C:21]4[C:27]([C:28]5[CH:33]=[C:32]([F:34])[CH:31]=[CH:30][C:29]=5[O:35][CH3:36])=[N:26][N:25](COCC[Si](C)(C)C)[C:22]4=[N:23][CH:24]=3)[CH:14]=2)=[O:12])[CH2:7][CH2:6]1.[OH-].[Na+], predict the reaction product.